From a dataset of Reaction yield outcomes from USPTO patents with 853,638 reactions. Predict the reaction yield, written as a fraction of the theoretical maximum amount of product (1.0 means a 100% yield; for example, 0.34 means a 34% yield). (1) The reactants are [F:1][C:2]1[CH:7]=[CH:6][C:5]([F:8])=[CH:4][C:3]=1[C:9]1[N:13]=[C:12]([C@H:14]([NH:19][CH2:20][C@H:21]2[C@@H:25]([F:26])[CH2:24][N:23]([C:27]([O:29][CH2:30][C:31]3[CH:36]=[CH:35][CH:34]=[CH:33][CH:32]=3)=[O:28])[CH2:22]2)[C:15]([CH3:18])([CH3:17])[CH3:16])[N:11]([CH2:37][C:38]2[CH:43]=[CH:42][CH:41]=[C:40]([F:44])[CH:39]=2)[N:10]=1.C(N(CC)CC)C.C(Cl)(Cl)=[O:53].C1(C)C=CC=CC=1.C(N1C([C@H:75]([N:80]([CH2:84][C@H:85]2[C@@H:89](F)CN(C(OCC3C=CC=CC=3)=O)C2)[C:81](Cl)=[O:82])[C:76](C)(C)[CH3:77])=NC(C2C=C(F)C=CC=2F)=N1)C1C=CC=CC=1.CC1OC(C)CNC1. The catalyst is ClCCl. The product is [F:1][C:2]1[CH:7]=[CH:6][C:5]([F:8])=[CH:4][C:3]=1[C:9]1[N:13]=[C:12]([C@H:14]([N:19]([CH2:20][C@H:21]2[C@@H:25]([F:26])[CH2:24][N:23]([C:27]([O:29][CH2:30][C:31]3[CH:36]=[CH:35][CH:34]=[CH:33][CH:32]=3)=[O:28])[CH2:22]2)[C:81]([N:80]2[CH2:84][C@@H:85]([CH3:89])[O:53][C@@H:76]([CH3:77])[CH2:75]2)=[O:82])[C:15]([CH3:18])([CH3:16])[CH3:17])[N:11]([CH2:37][C:38]2[CH:43]=[CH:42][CH:41]=[C:40]([F:44])[CH:39]=2)[N:10]=1. The yield is 0.810. (2) No catalyst specified. The product is [NH2:1][C:2]1[C:11]2[C:6](=[C:7]([C:23]3[CH:22]=[CH:21][C:20]([F:19])=[C:25]([F:26])[CH:24]=3)[CH:8]=[CH:9][CH:10]=2)[N:5]=[N:4][C:3]=1[C:13]([NH:15][CH2:16][CH2:17][CH3:18])=[O:14]. The yield is 0.987. The reactants are [NH2:1][C:2]1[C:11]2[C:6](=[C:7](Br)[CH:8]=[CH:9][CH:10]=2)[N:5]=[N:4][C:3]=1[C:13]([NH:15][CH2:16][CH2:17][CH3:18])=[O:14].[F:19][C:20]1[CH:21]=[C:22](B(O)O)[CH:23]=[CH:24][C:25]=1[F:26]. (3) The reactants are [CH3:1][O:2][C:3]1[CH:4]=[C:5]2[C:10](=[CH:11][C:12]=1[O:13][CH3:14])[N:9]=[CH:8][N:7]=[C:6]2[O:15][C:16]1[CH:22]=[CH:21][C:19]([NH2:20])=[CH:18][CH:17]=1.[C:23]1(C)C=C[CH:26]=[CH:25][CH:24]=1.[CH2:30]([N:32]([CH2:35]C)CC)C.ClC(Cl)([O:40][C:41](=O)[O:42]C(Cl)(Cl)Cl)Cl. The catalyst is C(Cl)Cl. The product is [CH3:1][O:2][C:3]1[CH:4]=[C:5]2[C:10](=[CH:11][C:12]=1[O:13][CH3:14])[N:9]=[CH:8][N:7]=[C:6]2[O:15][C:16]1[CH:22]=[CH:21][C:19]([NH:20][C:41](=[O:40])[O:42][CH2:23][CH2:24][CH2:25][CH2:26][N:32]([CH3:35])[CH3:30])=[CH:18][CH:17]=1. The yield is 0.150. (4) The reactants are [Cl:1][C:2]1[CH:7]=[CH:6][C:5]([S:8]([NH:11][C@@H:12]2[CH2:18][CH2:17][CH2:16][CH2:15][CH2:14][C@@H:13]2[CH2:19][OH:20])(=[O:10])=[O:9])=[CH:4][CH:3]=1.C(=O)([O-])[O-].[Cs+].[Cs+].Br[CH2:28][C:29]1[CH:34]=[CH:33][C:32]([C:35]2[O:36][CH:37]=[CH:38][N:39]=2)=[CH:31][CH:30]=1.ClC1C=CC(S(N(CC2C=CC(C#N)=CC=2)[C@@H]2CCCCC[C@H]2CO)(=O)=O)=CC=1. No catalyst specified. The product is [Cl:1][C:2]1[CH:7]=[CH:6][C:5]([S:8]([N:11]([C@@H:12]2[CH2:18][CH2:17][CH2:16][CH2:15][CH2:14][C@@H:13]2[CH2:19][OH:20])[CH2:28][C:29]2[CH:30]=[CH:31][C:32]([C:35]3[O:36][CH:37]=[CH:38][N:39]=3)=[CH:33][CH:34]=2)(=[O:9])=[O:10])=[CH:4][CH:3]=1. The yield is 0.540. (5) The reactants are [Br:1][C:2]1[S:3][C:4]([CH2:8][OH:9])=[C:5]([Br:7])[N:6]=1.N1C=CN=C1.[C:15]([Si:19](Cl)([CH3:21])[CH3:20])([CH3:18])([CH3:17])[CH3:16]. The catalyst is CN(C=O)C.O. The product is [Br:1][C:2]1[S:3][C:4]([CH2:8][O:9][Si:19]([C:15]([CH3:18])([CH3:17])[CH3:16])([CH3:21])[CH3:20])=[C:5]([Br:7])[N:6]=1. The yield is 0.930. (6) The reactants are C[O:2][C:3](=[O:24])[CH:4]([C:11]1[CH:16]=[CH:15][CH:14]=[C:13]([S:17]([C:20]([F:23])([F:22])[F:21])(=[O:19])=[O:18])[CH:12]=1)[CH2:5][CH:6]1[CH2:10][CH2:9][CH2:8][CH2:7]1.[OH-].[Li+]. The catalyst is O1CCCC1. The product is [CH:6]1([CH2:5][CH:4]([C:11]2[CH:16]=[CH:15][CH:14]=[C:13]([S:17]([C:20]([F:23])([F:21])[F:22])(=[O:19])=[O:18])[CH:12]=2)[C:3]([OH:24])=[O:2])[CH2:10][CH2:9][CH2:8][CH2:7]1. The yield is 0.990. (7) The reactants are [CH3:1][N:2]1[C:6]([NH:7][C:8](=[O:16])OC2C=CC=CC=2)=[CH:5][C:4]([C:17]([F:20])([F:19])[F:18])=[N:3]1.[CH3:21][O:22][C:23]1[CH:24]=[C:25]2[C:30](=[CH:31][C:32]=1[O:33][CH3:34])[N:29]=[CH:28][N:27]=[C:26]2[O:35][C:36]1[CH:37]=[C:38]([CH:40]=[CH:41][CH:42]=1)[NH2:39].C(N(CC)C(C)C)(C)C. The catalyst is C1COCC1. The product is [CH3:21][O:22][C:23]1[CH:24]=[C:25]2[C:30](=[CH:31][C:32]=1[O:33][CH3:34])[N:29]=[CH:28][N:27]=[C:26]2[O:35][C:36]1[CH:37]=[C:38]([NH:39][C:8]([NH:7][C:6]2[N:2]([CH3:1])[N:3]=[C:4]([C:17]([F:18])([F:19])[F:20])[CH:5]=2)=[O:16])[CH:40]=[CH:41][CH:42]=1. The yield is 0.240.